From a dataset of Forward reaction prediction with 1.9M reactions from USPTO patents (1976-2016). Predict the product of the given reaction. (1) The product is: [CH3:21][Si:22]([C:25]#[C:26][C:2]1[CH:3]=[C:4]([O:8][CH:9]([CH2:19][CH3:20])[C:10]([NH:12][C:13]([CH3:18])([CH3:17])[C:14]#[C:15][CH3:16])=[O:11])[CH:5]=[N:6][CH:7]=1)([CH3:24])[CH3:23]. Given the reactants Br[C:2]1[CH:3]=[C:4]([O:8][CH:9]([CH2:19][CH3:20])[C:10]([NH:12][C:13]([CH3:18])([CH3:17])[C:14]#[C:15][CH3:16])=[O:11])[CH:5]=[N:6][CH:7]=1.[CH3:21][Si:22]([C:25]#[CH:26])([CH3:24])[CH3:23], predict the reaction product. (2) Given the reactants [F:1][C:2]1[CH:3]=[CH:4][C:5]([C:8]2[CH:9]=[N:10][N:11]([CH2:13][C@@H:14]([NH:16][C:17](=[O:30])[C:18]3[CH:23]=[C:22]([CH3:24])[CH:21]=[CH:20][C:19]=3[N:25]3[N:29]=[CH:28][CH:27]=[N:26]3)[CH3:15])[CH:12]=2)=[N:6][CH:7]=1.[H-].[Na+].Br[CH2:34][CH2:35][O:36]C1CCCCO1.O, predict the reaction product. The product is: [F:1][C:2]1[CH:3]=[CH:4][C:5]([C:8]2[CH:9]=[N:10][N:11]([CH2:13][C@@H:14]([N:16]([CH2:34][CH2:35][OH:36])[C:17](=[O:30])[C:18]3[CH:23]=[C:22]([CH3:24])[CH:21]=[CH:20][C:19]=3[N:25]3[N:29]=[CH:28][CH:27]=[N:26]3)[CH3:15])[CH:12]=2)=[N:6][CH:7]=1. (3) Given the reactants [CH2:1]([NH:3][C:4]([NH:6][C:7]1[N:12]=[CH:11][C:10]([C:13]2[C:14]([O:23][CH2:24][CH:25]3[CH2:30][CH2:29][O:28][CH2:27][CH2:26]3)=[N:15][CH:16]=[C:17]([C:19](OC)=[O:20])[CH:18]=2)=[C:9]([C:31]2[S:32][CH:33]=[C:34]([C:36]([F:39])([F:38])[F:37])[N:35]=2)[CH:8]=1)=[O:5])[CH3:2].O.[NH2:41][NH2:42].C(OCC)C, predict the reaction product. The product is: [CH2:1]([NH:3][C:4]([NH:6][C:7]1[N:12]=[CH:11][C:10]([C:13]2[C:14]([O:23][CH2:24][CH:25]3[CH2:26][CH2:27][O:28][CH2:29][CH2:30]3)=[N:15][CH:16]=[C:17]([C:19]([NH:41][NH2:42])=[O:20])[CH:18]=2)=[C:9]([C:31]2[S:32][CH:33]=[C:34]([C:36]([F:38])([F:37])[F:39])[N:35]=2)[CH:8]=1)=[O:5])[CH3:2]. (4) The product is: [CH2:35]([O:34][CH2:33][CH2:32][C:26]1([C:29]#[N:30])[CH2:27][CH2:28][C:23]2([O:22][CH2:21][CH2:20][O:19]2)[CH2:24][CH2:25]1)[C:36]1[CH:41]=[CH:40][CH:39]=[CH:38][CH:37]=1. Given the reactants C(NC(C)C)(C)C.C([Li])CCC.CCCCCC.[O:19]1[C:23]2([CH2:28][CH2:27][CH:26]([C:29]#[N:30])[CH2:25][CH2:24]2)[O:22][CH2:21][CH2:20]1.Br[CH2:32][CH2:33][O:34][CH2:35][C:36]1[CH:41]=[CH:40][CH:39]=[CH:38][CH:37]=1.C(O)(=O)CC(CC(O)=O)(C(O)=O)O, predict the reaction product. (5) Given the reactants Br[C:2]1[CH:7]=[CH:6][C:5]([N:8]2[CH:12]=[C:11]([CH3:13])[N:10]=[CH:9]2)=[C:4]([O:14][CH3:15])[CH:3]=1.[Cl:16][C:17]1[CH:18]=[C:19]([CH:27]=[CH:28][CH:29]=1)[CH2:20][N:21]1[CH:25]=[N:24][C:23]([NH2:26])=[N:22]1, predict the reaction product. The product is: [Cl:16][C:17]1[CH:18]=[C:19]([CH:27]=[CH:28][CH:29]=1)[CH2:20][N:21]1[CH:25]=[N:24][C:23]([NH:26][C:2]2[CH:7]=[CH:6][C:5]([N:8]3[CH:12]=[C:11]([CH3:13])[N:10]=[CH:9]3)=[C:4]([O:14][CH3:15])[CH:3]=2)=[N:22]1. (6) Given the reactants Cl.Cl.[F:3][C:4]([F:24])([F:23])[C:5]([C:11]1[CH:16]=[CH:15][C:14]([N:17]2[CH2:22][CH2:21][NH:20][CH2:19][CH2:18]2)=[CH:13][CH:12]=1)([OH:10])[C:6]([F:9])([F:8])[F:7].C(N(CC)CC)C.[F:32][C:33]1[CH:34]=[C:35]([S:42](Cl)(=[O:44])=[O:43])[CH:36]=[CH:37][C:38]=1[N+:39]([O-:41])=[O:40], predict the reaction product. The product is: [F:32][C:33]1[CH:34]=[C:35]([S:42]([N:20]2[CH2:21][CH2:22][N:17]([C:14]3[CH:13]=[CH:12][C:11]([C:5]([OH:10])([C:6]([F:9])([F:8])[F:7])[C:4]([F:3])([F:23])[F:24])=[CH:16][CH:15]=3)[CH2:18][CH2:19]2)(=[O:43])=[O:44])[CH:36]=[CH:37][C:38]=1[N+:39]([O-:41])=[O:40]. (7) Given the reactants [NH2:1][C:2]1[N:11]=[C:10]([C:12]([N:14]2[CH2:22][C:21]3[C:16](=[CH:17][CH:18]=[CH:19][CH:20]=3)[CH2:15]2)=[O:13])[C:9]2[C:4](=[CH:5][CH:6]=[C:7]([C:23]3[CH:30]=[CH:29][CH:28]=[CH:27][C:24]=3[CH:25]=O)[CH:8]=2)[N:3]=1.[CH2:31]([NH:33][CH2:34][CH3:35])[CH3:32].C(O)(=O)C.C(O[BH-](OC(=O)C)OC(=O)C)(=O)C.[Na+], predict the reaction product. The product is: [NH2:1][C:2]1[N:11]=[C:10]([C:12]([N:14]2[CH2:22][C:21]3[C:16](=[CH:17][CH:18]=[CH:19][CH:20]=3)[CH2:15]2)=[O:13])[C:9]2[C:4](=[CH:5][CH:6]=[C:7]([C:23]3[CH:30]=[CH:29][CH:28]=[CH:27][C:24]=3[CH2:25][N:33]([CH2:34][CH3:35])[CH2:31][CH3:32])[CH:8]=2)[N:3]=1. (8) The product is: [CH2:35]([O:42][C:43]1[CH:48]=[CH:47][C:46]([N:32]2[CH2:31][CH2:30][CH:29]([N:3]3[C:2](=[O:1])[C:7]([CH2:8][C:9]4[CH:10]=[CH:11][C:12]([C:15]5[C:16]([C:21]#[N:22])=[CH:17][CH:18]=[CH:19][CH:20]=5)=[CH:13][CH:14]=4)=[C:6]([CH2:23][CH2:24][CH3:25])[N:5]4[N:26]=[CH:27][N:28]=[C:4]34)[CH2:34][CH2:33]2)=[CH:45][CH:44]=1)[C:36]1[CH:41]=[CH:40][CH:39]=[CH:38][CH:37]=1. Given the reactants [O:1]=[C:2]1[C:7]([CH2:8][C:9]2[CH:14]=[CH:13][C:12]([C:15]3[C:16]([C:21]#[N:22])=[CH:17][CH:18]=[CH:19][CH:20]=3)=[CH:11][CH:10]=2)=[C:6]([CH2:23][CH2:24][CH3:25])[N:5]2[N:26]=[CH:27][N:28]=[C:4]2[N:3]1[CH:29]1[CH2:34][CH2:33][NH:32][CH2:31][CH2:30]1.[CH2:35]([O:42][C:43]1[CH:48]=[CH:47][C:46](OB(O)O)=[CH:45][CH:44]=1)[C:36]1[CH:41]=[CH:40][CH:39]=[CH:38][CH:37]=1.C(N(CC)CC)C.N1C=CC=CC=1, predict the reaction product.